Dataset: Full USPTO retrosynthesis dataset with 1.9M reactions from patents (1976-2016). Task: Predict the reactants needed to synthesize the given product. (1) Given the product [Cl:34][C:31]1[CH:32]=[CH:33][C:19]2[N:18]=[C:17]([C:4]3[C:5](=[O:16])[N:6]([CH2:8][O:9][CH2:10][CH2:11][Si:12]([CH3:13])([CH3:14])[CH3:15])[N:7]=[C:2]([C:40]4[CH:39]=[C:38]([CH3:51])[C:37]([OH:52])=[C:36]([CH3:35])[CH:41]=4)[CH:3]=3)[N:21]([CH2:22][O:23][CH2:24][CH2:25][Si:26]([CH3:29])([CH3:27])[CH3:28])[C:20]=2[CH:30]=1, predict the reactants needed to synthesize it. The reactants are: Cl[C:2]1[CH:3]=[C:4]([C:17]2[N:21]([CH2:22][O:23][CH2:24][CH2:25][Si:26]([CH3:29])([CH3:28])[CH3:27])[C:20]3[CH:30]=[C:31]([Cl:34])[CH:32]=[CH:33][C:19]=3[N:18]=2)[C:5](=[O:16])[N:6]([CH2:8][O:9][CH2:10][CH2:11][Si:12]([CH3:15])([CH3:14])[CH3:13])[N:7]=1.[CH3:35][C:36]1[CH:41]=[C:40](B2OC(C)(C)C(C)(C)O2)[CH:39]=[C:38]([CH3:51])[C:37]=1[OH:52].C(=O)([O-])[O-].[Na+].[Na+]. (2) Given the product [F:20][C:17]1[CH:16]=[CH:15][C:14]([CH2:13][C:12]2[NH:8][C:9]([C:21]3[C:22]([O:32][CH3:33])=[C:23]4[C:28](=[O:29])[N:27]([CH3:30])[CH2:26][CH2:25][N:24]4[CH:31]=3)=[N:10][N:11]=2)=[CH:19][CH:18]=1, predict the reactants needed to synthesize it. The reactants are: C([N:8]1[C:12]([CH2:13][C:14]2[CH:19]=[CH:18][C:17]([F:20])=[CH:16][CH:15]=2)=[N:11][N:10]=[C:9]1[C:21]1[C:22]([O:32][CH3:33])=[C:23]2[C:28](=[O:29])[N:27]([CH3:30])[CH2:26][CH2:25][N:24]2[CH:31]=1)C1C=CC=CC=1.[H][H]. (3) The reactants are: FC(F)(F)C(O)=O.C(OC(=O)[NH:14][C:15]1[CH:27]=[CH:26][C:25]2[C:24]3[C:19](=[CH:20][C:21]([NH:28][CH2:29][CH2:30][CH3:31])=[CH:22][CH:23]=3)[CH2:18][C:17]=2[CH:16]=1)(C)(C)C. Given the product [CH2:29]([NH:28][C:21]1[CH:22]=[CH:23][C:24]2[C:25]3[C:17](=[CH:16][C:15]([NH2:14])=[CH:27][CH:26]=3)[CH2:18][C:19]=2[CH:20]=1)[CH2:30][CH3:31], predict the reactants needed to synthesize it.